From a dataset of Forward reaction prediction with 1.9M reactions from USPTO patents (1976-2016). Predict the product of the given reaction. (1) Given the reactants [NH2:1][C:2]1[N:7]=[CH:6][N:5]=[C:4]2[N:8]([CH2:25][C@H:26]3[CH2:30][CH2:29][CH2:28][N:27]3C(OC(C)(C)C)=O)[N:9]=[C:10]([C:11]3[CH:16]=[CH:15][C:14]([O:17][C:18]4[CH:23]=[CH:22][CH:21]=[CH:20][CH:19]=4)=[CH:13][C:12]=3[F:24])[C:3]=12.FC(F)(F)C(O)=O, predict the reaction product. The product is: [F:24][C:12]1[CH:13]=[C:14]([O:17][C:18]2[CH:19]=[CH:20][CH:21]=[CH:22][CH:23]=2)[CH:15]=[CH:16][C:11]=1[C:10]1[C:3]2[C:4](=[N:5][CH:6]=[N:7][C:2]=2[NH2:1])[N:8]([CH2:25][C@H:26]2[CH2:30][CH2:29][CH2:28][NH:27]2)[N:9]=1. (2) Given the reactants [Cl:1][C:2]1[NH:13][C:5]2[C:6](=[O:12])[NH:7][CH2:8][CH2:9][CH:10](O)[C:4]=2[C:3]=1[Cl:14].S(O)(O)(=O)=O.[NH2:20][C:21]1[NH:22][CH:23]=[CH:24][N:25]=1.CCOCC, predict the reaction product. The product is: [NH2:20][C:21]1[NH:25][C:24]([CH:10]2[CH2:9][CH2:8][NH:7][C:6](=[O:12])[C:5]3[NH:13][C:2]([Cl:1])=[C:3]([Cl:14])[C:4]2=3)=[CH:23][N:22]=1. (3) The product is: [CH3:1][O:2][C:3](=[O:28])[C:4]1[CH:9]=[C:8]([Sn:30]([CH3:36])([CH3:35])[CH3:29])[CH:7]=[C:6]([C:11](=[O:27])[C:12]2[CH:17]=[CH:16][C:15]([N:18]([C:20]3[CH:25]=[CH:24][C:23]([Cl:26])=[CH:22][CH:21]=3)[CH3:19])=[CH:14][N:13]=2)[CH:5]=1. Given the reactants [CH3:1][O:2][C:3](=[O:28])[C:4]1[CH:9]=[C:8](I)[CH:7]=[C:6]([C:11](=[O:27])[C:12]2[CH:17]=[CH:16][C:15]([N:18]([C:20]3[CH:25]=[CH:24][C:23]([Cl:26])=[CH:22][CH:21]=3)[CH3:19])=[CH:14][N:13]=2)[CH:5]=1.[CH3:29][Sn:30]([CH3:36])([CH3:35])[Sn:30]([CH3:36])([CH3:35])[CH3:29], predict the reaction product.